This data is from Reaction yield outcomes from USPTO patents with 853,638 reactions. The task is: Predict the reaction yield, written as a fraction of the theoretical maximum amount of product (1.0 means a 100% yield; for example, 0.34 means a 34% yield). (1) The reactants are [C:1]([NH:5][C:6](=[O:8])[OH:7])([CH3:4])([CH3:3])[CH3:2].C[O:10][CH2:11][C:12]1([S:15]([NH2:18])(=[O:17])=[O:16])[CH2:14][CH2:13]1.[CH3:19][C:20]1[O:24][N:23]=[C:22]([CH3:25])[C:21]=1[N:26]=C=O. No catalyst specified. The product is [C:1]([NH:5][C:6](=[O:7])[OH:8])([CH3:4])([CH3:3])[CH3:2].[CH3:25][C:22]1[C:21]([NH:26][C:11]([C:12]2([S:15]([NH2:18])(=[O:17])=[O:16])[CH2:14][CH2:13]2)=[O:10])=[C:20]([CH3:19])[O:24][N:23]=1. The yield is 1.00. (2) The reactants are [C:1]([C:5]1[CH:9]=[C:8]([NH:10][C:11](=[O:36])[NH:12][C:13]2[C:22]3[C:17](=[CH:18][CH:19]=[CH:20][CH:21]=3)[C:16]([O:23][CH2:24][C:25]3[CH:30]=[CH:29][N:28]=[C:27]([NH:31][C:32](=[O:35])[CH2:33]Cl)[CH:26]=3)=[CH:15][CH:14]=2)[N:7]([C:37]2[CH:42]=[CH:41][C:40]([CH3:43])=[CH:39][CH:38]=2)[N:6]=1)([CH3:4])([CH3:3])[CH3:2].C[CH2:45][N:46](C(C)C)C(C)C.CN. The catalyst is C(Cl)Cl.CN(C=O)C. The product is [C:1]([C:5]1[CH:9]=[C:8]([NH:10][C:11](=[O:36])[NH:12][C:13]2[C:22]3[C:17](=[CH:18][CH:19]=[CH:20][CH:21]=3)[C:16]([O:23][CH2:24][C:25]3[CH:30]=[CH:29][N:28]=[C:27]([NH:31][C:32](=[O:35])[CH2:33][NH:46][CH3:45])[CH:26]=3)=[CH:15][CH:14]=2)[N:7]([C:37]2[CH:42]=[CH:41][C:40]([CH3:43])=[CH:39][CH:38]=2)[N:6]=1)([CH3:4])([CH3:3])[CH3:2]. The yield is 0.120.